Dataset: Catalyst prediction with 721,799 reactions and 888 catalyst types from USPTO. Task: Predict which catalyst facilitates the given reaction. (1) Product: [CH3:23][N:13]1[C:12]2[CH:11]=[CH:10][CH:9]=[C:8]([O:7][CH2:6][CH:4]3[CH2:5][O:3]3)[C:20]=2[C:19]2[C:14]1=[CH:15][CH:16]=[CH:17][CH:18]=2. The catalyst class is: 35. Reactant: [H-].[Na+].[O:3]1[CH2:5][CH:4]1[CH2:6][O:7][C:8]1[C:20]2[C:19]3[C:14](=[CH:15][CH:16]=[CH:17][CH:18]=3)[NH:13][C:12]=2[CH:11]=[CH:10][CH:9]=1.CI.[C:23](OCC)(=O)C. (2) Reactant: [CH3:1][C:2]1([CH3:29])[CH2:7][CH2:6][C:5]([C:8]2[CH:13]=[C:12]([C:14]([CH3:18])([CH3:17])[CH:15]=O)[CH:11]=[CH:10][C:9]=2[NH:19][C:20]([C:22]2[NH:23][CH:24]=[C:25]([C:27]#[N:28])[N:26]=2)=[O:21])=[CH:4][CH2:3]1.[CH3:30][C:31]1([CH3:39])[O:38][CH:34]2[CH2:35][NH:36][CH2:37][CH:33]2[O:32]1. Product: [CH3:1][C:2]1([CH3:29])[CH2:7][CH2:6][C:5]([C:8]2[CH:13]=[C:12]([C:14]([CH3:15])([CH3:17])[CH2:18][N:36]3[CH2:37][CH:33]4[O:32][C:31]([CH3:39])([CH3:30])[O:38][CH:34]4[CH2:35]3)[CH:11]=[CH:10][C:9]=2[NH:19][C:20]([C:22]2[NH:23][CH:24]=[C:25]([C:27]#[N:28])[N:26]=2)=[O:21])=[CH:4][CH2:3]1. The catalyst class is: 100. (3) Reactant: [Cl:1][CH2:2][CH2:3][C:4]1[C:9](=[O:10])[N:8]2[CH2:11][CH2:12][CH2:13][CH:14]([OH:15])[C:7]2=[N:6][C:5]=1[CH3:16].N1C=CN=C1.[C:22]([Si:26]([CH3:29])([CH3:28])Cl)([CH3:25])([CH3:24])[CH3:23]. Product: [Si:26]([O:15][CH:14]1[C:7]2=[N:6][C:5]([CH3:16])=[C:4]([CH2:3][CH2:2][Cl:1])[C:9](=[O:10])[N:8]2[CH2:11][CH2:12][CH2:13]1)([C:22]([CH3:25])([CH3:24])[CH3:23])([CH3:29])[CH3:28]. The catalyst class is: 3.